Dataset: Full USPTO retrosynthesis dataset with 1.9M reactions from patents (1976-2016). Task: Predict the reactants needed to synthesize the given product. (1) Given the product [CH2:13]([O:15][C:16](=[O:23])[CH2:17][CH:18]([NH:22][C:2]1[CH:3]=[C:4]([CH3:11])[CH:5]=[CH:6][C:7]=1[N+:8]([O-:10])=[O:9])[CH2:19][CH2:20][CH3:21])[CH3:14], predict the reactants needed to synthesize it. The reactants are: F[C:2]1[CH:3]=[C:4]([CH3:11])[CH:5]=[CH:6][C:7]=1[N+:8]([O-:10])=[O:9].Cl.[CH2:13]([O:15][C:16](=[O:23])[CH2:17][CH:18]([NH2:22])[CH2:19][CH2:20][CH3:21])[CH3:14].CCN(C(C)C)C(C)C. (2) Given the product [ClH:1].[Cl:1][C:2]1[CH:7]=[C:6]([CH3:8])[CH:5]=[CH:4][C:3]=1[NH:9][C:10]1[N:15]=[CH:14][C:13]2[C:16]([CH2:29][NH:30][CH3:31])=[CH:17][N:18]([S:19]([C:22]3[CH:27]=[CH:26][CH:25]=[C:24]([F:28])[CH:23]=3)(=[O:21])=[O:20])[C:12]=2[CH:11]=1, predict the reactants needed to synthesize it. The reactants are: [Cl:1][C:2]1[CH:7]=[C:6]([CH3:8])[CH:5]=[CH:4][C:3]=1[NH:9][C:10]1[N:15]=[CH:14][C:13]2[C:16]([CH2:29][N:30](C)[C:31](=O)OC(C)(C)C)=[CH:17][N:18]([S:19]([C:22]3[CH:27]=[CH:26][CH:25]=[C:24]([F:28])[CH:23]=3)(=[O:21])=[O:20])[C:12]=2[CH:11]=1. (3) Given the product [CH:1]1([CH2:6][N:7]([CH2:42][CH3:43])[C:8]2[C:9]([CH2:16][N:17]([C:31]3[N:32]=[CH:33][C:34]([O:37][CH2:38][CH2:39][S:46]([CH3:52])(=[O:49])=[O:47])=[CH:35][N:36]=3)[CH2:18][C:19]3[CH:20]=[C:21]([CH:24]=[C:25]([C:27]([F:29])([F:30])[F:28])[CH:26]=3)[C:22]#[N:23])=[N:10][C:11]([O:14][CH3:15])=[CH:12][CH:13]=2)[CH2:5][CH2:4][CH2:3][CH2:2]1, predict the reactants needed to synthesize it. The reactants are: [CH:1]1([CH2:6][N:7]([CH2:42][CH3:43])[C:8]2[C:9]([CH2:16][N:17]([C:31]3[N:36]=[CH:35][C:34]([O:37][CH2:38][CH2:39]SC)=[CH:33][N:32]=3)[CH2:18][C:19]3[CH:20]=[C:21]([CH:24]=[C:25]([C:27]([F:30])([F:29])[F:28])[CH:26]=3)[C:22]#[N:23])=[N:10][C:11]([O:14][CH3:15])=[CH:12][CH:13]=2)[CH2:5][CH2:4][CH2:3][CH2:2]1.OO.[S:46]([O-:49])([O-])=[O:47].[Na+].[Na+].[C:52](#N)C. (4) Given the product [C:22]([O:26][C:27]([NH:29][C:30]1([C:33]([CH:34]([CH2:2][C:3]([C:5]2[CH:14]=[CH:13][CH:12]=[C:11]3[C:6]=2[N:7]=[C:8]([NH:16][CH2:17][C:18]([F:21])([F:20])[F:19])[C:9]([CH3:15])=[N:10]3)=[O:4])[C:35]([O:37][CH2:38][CH3:39])=[O:36])=[O:40])[CH2:32][CH2:31]1)=[O:28])([CH3:25])([CH3:24])[CH3:23], predict the reactants needed to synthesize it. The reactants are: Br[CH2:2][C:3]([C:5]1[CH:14]=[CH:13][CH:12]=[C:11]2[C:6]=1[N:7]=[C:8]([NH:16][CH2:17][C:18]([F:21])([F:20])[F:19])[C:9]([CH3:15])=[N:10]2)=[O:4].[C:22]([O:26][C:27]([NH:29][C:30]1([C:33](=[O:40])[CH2:34][C:35]([O:37][CH2:38][CH3:39])=[O:36])[CH2:32][CH2:31]1)=[O:28])([CH3:25])([CH3:24])[CH3:23].C([O-])([O-])=O.[K+].[K+].[NH4+].[Cl-]. (5) Given the product [C:1]([O:4][CH2:5][CH2:6][NH:7][C:8](=[O:22])[C@@H:9]([NH:21][C:32](=[O:33])[C:31]1[CH:35]=[CH:36][C:28]([O:27][CH2:26][CH2:25][C:24]([F:38])([F:37])[F:23])=[CH:29][CH:30]=1)[CH2:10][C:11]1[CH:12]=[CH:13][C:14]([C:17]([F:19])([F:20])[F:18])=[CH:15][CH:16]=1)(=[O:3])[CH3:2], predict the reactants needed to synthesize it. The reactants are: [C:1]([O:4][CH2:5][CH2:6][NH:7][C:8](=[O:22])[C@@H:9]([NH2:21])[CH2:10][C:11]1[CH:16]=[CH:15][C:14]([C:17]([F:20])([F:19])[F:18])=[CH:13][CH:12]=1)(=[O:3])[CH3:2].[F:23][C:24]([F:38])([F:37])[CH2:25][CH2:26][O:27][C:28]1[CH:36]=[CH:35][C:31]([C:32](O)=[O:33])=[CH:30][CH:29]=1. (6) Given the product [NH2:2][C:3]1[C:4]([C:11]([N:13]=[C:14]([NH2:17])[NH:18][CH2:19][CH2:20][CH2:21][CH2:22][C:23]2[CH:39]=[CH:38][C:26]([O:27][CH2:28][C:29]([N:31]([CH2:35][CH2:36][OH:37])[CH2:32][CH2:33][OH:34])=[O:30])=[CH:25][CH:24]=2)=[O:12])=[N:5][C:6]([Cl:10])=[C:7]([NH2:9])[N:8]=1, predict the reactants needed to synthesize it. The reactants are: I.[NH2:2][C:3]1[C:4]([C:11]([NH:13][C:14](=[NH:17])SC)=[O:12])=[N:5][C:6]([Cl:10])=[C:7]([NH2:9])[N:8]=1.[NH2:18][CH2:19][CH2:20][CH2:21][CH2:22][C:23]1[CH:39]=[CH:38][C:26]([O:27][CH2:28][C:29]([N:31]([CH2:35][CH2:36][OH:37])[CH2:32][CH2:33][OH:34])=[O:30])=[CH:25][CH:24]=1.C(N(CC)CC)C. (7) Given the product [Br:26][C:20]1[CH:21]=[CH:22][C:23]([Br:25])=[CH:24][C:19]=1[S:16]([NH:15][C@H:13]1[CH2:12][N:11]([C:27]([O:29][C:30]([CH3:32])([CH3:33])[CH3:31])=[O:28])[C@@H:10]([CH2:9][O:8][C:6]([N:1]([CH3:2])[CH2:5][C:4]2[CH:9]=[CH:10][CH:14]=[CH:13][CH:12]=2)=[O:7])[CH2:14]1)(=[O:18])=[O:17], predict the reactants needed to synthesize it. The reactants are: [N:1]1([C:6]([O:8][CH2:9][C@H:10]2[CH2:14][C@@H:13]([NH:15][S:16]([C:19]3[CH:24]=[C:23]([Br:25])[CH:22]=[CH:21][C:20]=3[Br:26])(=[O:18])=[O:17])[CH2:12][N:11]2[C:27]([O:29][C:30]([CH3:33])([CH3:32])[CH3:31])=[O:28])=[O:7])[CH:5]=[CH:4]N=[CH:2]1. (8) Given the product [Cl:1][C:2]1[CH:7]=[CH:6][C:5]([C:8]2[C:9]([C:17]3[CH:22]=[CH:21][C:20]([Cl:23])=[CH:19][C:18]=3[Cl:24])=[N:10][C:11]([C:15]([OH:30])=[O:16])=[N:12][C:13]=2[CH3:14])=[CH:4][CH:3]=1, predict the reactants needed to synthesize it. The reactants are: [Cl:1][C:2]1[CH:7]=[CH:6][C:5]([C:8]2[C:9]([C:17]3[CH:22]=[CH:21][C:20]([Cl:23])=[CH:19][C:18]=3[Cl:24])=[N:10][C:11]([CH:15]=[O:16])=[N:12][C:13]=2[CH3:14])=[CH:4][CH:3]=1.CC(=CC)C.[O-:30]Cl=O.[Na+].C(OCC)(=O)C.